From a dataset of Peptide-MHC class I binding affinity with 185,985 pairs from IEDB/IMGT. Regression. Given a peptide amino acid sequence and an MHC pseudo amino acid sequence, predict their binding affinity value. This is MHC class I binding data. (1) The peptide sequence is ACPLPHKL. The MHC is H-2-Db with pseudo-sequence H-2-Db. The binding affinity (normalized) is 0. (2) The peptide sequence is MQFKLGIPK. The MHC is HLA-B44:02 with pseudo-sequence HLA-B44:02. The binding affinity (normalized) is 0.0847.